Dataset: Reaction yield outcomes from USPTO patents with 853,638 reactions. Task: Predict the reaction yield, written as a fraction of the theoretical maximum amount of product (1.0 means a 100% yield; for example, 0.34 means a 34% yield). The reactants are [N:1]1[CH:6]=[CH:5][C:4]([C:7]2[CH:15]=[CH:14][CH:13]=[C:12]3[C:8]=2[CH2:9][C:10](=[O:16])[NH:11]3)=[CH:3][CH:2]=1.Cl. The catalyst is CO.O.C(O)(=O)C.[Pt](=O)=O. The product is [NH:1]1[CH2:2][CH2:3][CH:4]([C:7]2[CH:15]=[CH:14][CH:13]=[C:12]3[C:8]=2[CH2:9][C:10](=[O:16])[NH:11]3)[CH2:5][CH2:6]1. The yield is 0.960.